Dataset: Reaction yield outcomes from USPTO patents with 853,638 reactions. Task: Predict the reaction yield, written as a fraction of the theoretical maximum amount of product (1.0 means a 100% yield; for example, 0.34 means a 34% yield). The catalyst is C1C=CC(/C=C/C(/C=C/C2C=CC=CC=2)=O)=CC=1.C1C=CC(/C=C/C(/C=C/C2C=CC=CC=2)=O)=CC=1.C1C=CC(/C=C/C(/C=C/C2C=CC=CC=2)=O)=CC=1.[Pd].[Pd]. The reactants are [N+:1]([C:4]1[C:13]2[C:8](=[CH:9][CH:10]=[CH:11][CH:12]=2)[CH:7]=[CH:6][C:5]=1[NH2:14])([O-:3])=[O:2].Br[C:16]1[CH:17]=[C:18]([CH:21]=[CH:22][CH:23]=1)[C:19]#[N:20].C(=O)([O-])[O-].[Cs+].[Cs+].C1(P(C2C=CC=CC=2)C2C=CC3C(=CC=CC=3)C=2C2C3C(=CC=CC=3)C=CC=2P(C2C=CC=CC=2)C2C=CC=CC=2)C=CC=CC=1.C(=O)(O)[O-].[Na+]. The yield is 0.370. The product is [N+:1]([C:4]1[C:13]2[C:8](=[CH:9][CH:10]=[CH:11][CH:12]=2)[CH:7]=[CH:6][C:5]=1[NH:14][C:16]1[CH:17]=[C:18]([CH:21]=[CH:22][CH:23]=1)[C:19]#[N:20])([O-:3])=[O:2].